Task: Predict the reactants needed to synthesize the given product.. Dataset: Full USPTO retrosynthesis dataset with 1.9M reactions from patents (1976-2016) (1) Given the product [CH3:5][C:6]1[C:11]([C:12]([CH3:14])([C:18]2[CH:23]=[CH:22][CH:21]=[CH:20][CH:19]=2)[CH3:13])=[CH:10][CH:9]=[CH:8][N:7]=1, predict the reactants needed to synthesize it. The reactants are: [Al+3].[Cl-].[Cl-].[Cl-].[CH3:5][C:6]1[C:11]([C:12](O)([CH3:14])[CH3:13])=[CH:10][CH:9]=[CH:8][N:7]=1.[OH-].[Na+].[CH:18]1[CH:23]=[CH:22][CH:21]=[CH:20][CH:19]=1. (2) Given the product [F:1][C:2]1[CH:7]=[CH:6][CH:5]=[C:4]([N+:8]([O-:10])=[O:9])[C:3]=1[NH:22][CH2:23][CH2:24][OH:25], predict the reactants needed to synthesize it. The reactants are: [F:1][C:2]1[CH:7]=[CH:6][CH:5]=[C:4]([N+:8]([O-:10])=[O:9])[C:3]=1F.BrC1C=CC=C([N+]([O-])=O)C=1[NH:22][CH2:23][CH2:24][OH:25]. (3) The reactants are: [NH2:1][C:2]1[S:3]/[C:4](=[CH:8]\[C:9]2[CH:14]=[C:13]([O:15][CH2:16][CH2:17][CH3:18])[C:12]([OH:19])=[C:11]([Cl:20])[CH:10]=2)/[C:5](=[O:7])[N:6]=1.Br[CH2:22][C:23]([C:25]1[S:26][CH:27]=[CH:28][CH:29]=1)=O. Given the product [Cl:20][C:11]1[CH:10]=[C:9](/[CH:8]=[C:4]2/[C:5](=[O:7])[N:6]3[CH:22]=[C:23]([C:25]4[S:26][CH:27]=[CH:28][CH:29]=4)[N:1]=[C:2]3[S:3]/2)[CH:14]=[C:13]([O:15][CH2:16][CH2:17][CH3:18])[C:12]=1[OH:19], predict the reactants needed to synthesize it. (4) Given the product [CH:21]([C:18]1[CH:19]=[CH:20][C:13]([O:9][C:6]2[CH:7]=[N:8][C:3]([C:2]([F:1])([F:10])[F:11])=[N:4][CH:5]=2)=[C:14]([CH:17]=1)[C:15]#[N:16])=[O:22], predict the reactants needed to synthesize it. The reactants are: [F:1][C:2]([F:11])([F:10])[C:3]1[N:8]=[CH:7][C:6]([OH:9])=[CH:5][N:4]=1.F[C:13]1[CH:20]=[CH:19][C:18]([CH:21]=[O:22])=[CH:17][C:14]=1[C:15]#[N:16]. (5) Given the product [OH:1][C:2]1[C:11]2[CH:10]=[C:9]([N:12]3[CH2:17][CH2:16][CH2:15][CH2:14][CH2:13]3)[N:8]=[N:7][C:6]=2[N:5]([CH3:18])[C:4](=[O:19])[C:3]=1[C:20]([NH:42][CH2:33][C:36]([OH:38])=[O:37])=[O:21], predict the reactants needed to synthesize it. The reactants are: [OH:1][C:2]1[C:11]2[CH:10]=[C:9]([N:12]3[CH2:17][CH2:16][CH2:15][CH2:14][CH2:13]3)[N:8]=[N:7][C:6]=2[N:5]([CH3:18])[C:4](=[O:19])[C:3]=1[C:20](OC)=[O:21].ClC1N=NC2N(C)C(=O)[C:33]([C:36]([O:38]C)=[O:37])=C(O)C=2C=1.[NH:42]1CCCCC1. (6) Given the product [NH2:14][C:11]1[CH:10]=[CH:9][CH:8]=[C:7]2[C:12]=1[CH2:13][C:4](=[O:3])[CH2:5][CH2:6]2, predict the reactants needed to synthesize it. The reactants are: C([O:3][C:4]1[CH2:13][C:12]2[C:11]([NH2:14])=[CH:10][CH:9]=[CH:8][C:7]=2[CH2:6][CH:5]=1)C.Cl.C(=O)(O)[O-].[Na+]. (7) Given the product [CH:14]1[C:13]([N:8]2[C:7]([NH2:6])=[N:11][CH:10]=[CH:9]2)=[CH:18][CH:17]=[C:16]([N+:19]([O-:21])=[O:20])[CH:15]=1, predict the reactants needed to synthesize it. The reactants are: S(O)(O)(=O)=O.[NH2:6][C:7]1[NH:8][CH:9]=[CH:10][N:11]=1.Br[C:13]1[CH:18]=[CH:17][C:16]([N+:19]([O-:21])=[O:20])=[CH:15][CH:14]=1.C([O-])([O-])=O.[K+].[K+]. (8) Given the product [OH:10][C:11]1[CH:18]=[CH:17][C:14]([CH:15]=[O:16])=[CH:13][C:12]=1[O:19][CH2:20][C:21]1[CH:26]=[CH:25][CH:24]=[CH:23][CH:22]=1, predict the reactants needed to synthesize it. The reactants are: COC1C=CC(C[O:10][C:11]2[CH:18]=[CH:17][C:14]([CH:15]=[O:16])=[CH:13][C:12]=2[O:19][CH2:20][C:21]2[CH:26]=[CH:25][CH:24]=[CH:23][CH:22]=2)=CC=1.